Dataset: Full USPTO retrosynthesis dataset with 1.9M reactions from patents (1976-2016). Task: Predict the reactants needed to synthesize the given product. (1) Given the product [CH3:6][C:7]([N:1]1[CH2:5][CH2:4][CH2:3][CH2:2]1)([CH3:9])[C:10]#[N:11], predict the reactants needed to synthesize it. The reactants are: [NH:1]1[CH2:5][CH2:4][CH2:3][CH2:2]1.[CH3:6][C:7]([CH3:9])=O.[C-:10]#[N:11].[K+]. (2) The reactants are: C(OC(N1CCC(N[C:14]([C:16]2[S:17][CH:18]=[CH:19][C:20]=2[NH:21][C:22]2[CH:27]=[CH:26][N:25]=[C:24]3[NH:28][CH:29]=[CH:30][C:23]=23)=[O:15])C1)=O)(C)(C)C.[NH2:31][C@H:32]([CH2:40][OH:41])[CH2:33][C:34]1[CH:39]=[CH:38][CH:37]=[CH:36][CH:35]=1. Given the product [CH2:33]([C@H:32]([NH:31][C:14]([C:16]1[S:17][CH:18]=[CH:19][C:20]=1[NH:21][C:22]1[CH:27]=[CH:26][N:25]=[C:24]2[NH:28][CH:29]=[CH:30][C:23]=12)=[O:15])[CH2:40][OH:41])[C:34]1[CH:35]=[CH:36][CH:37]=[CH:38][CH:39]=1, predict the reactants needed to synthesize it. (3) Given the product [CH3:9][C:8]([NH:11][C:12](=[O:18])[O:13][C:14]([CH3:17])([CH3:16])[CH3:15])([C:5]1[CH:6]=[CH:7][C:2]([NH:1][C:20]2[CH:25]=[CH:24][CH:23]=[CH:22][C:21]=2[N+:26]([O-:28])=[O:27])=[CH:3][CH:4]=1)[CH3:10], predict the reactants needed to synthesize it. The reactants are: [NH2:1][C:2]1[CH:7]=[CH:6][C:5]([C:8]([NH:11][C:12](=[O:18])[O:13][C:14]([CH3:17])([CH3:16])[CH3:15])([CH3:10])[CH3:9])=[CH:4][CH:3]=1.F[C:20]1[CH:25]=[CH:24][CH:23]=[CH:22][C:21]=1[N+:26]([O-:28])=[O:27].C(=O)([O-])[O-].[K+].[K+].